This data is from Aqueous solubility values for 9,982 compounds from the AqSolDB database. The task is: Regression/Classification. Given a drug SMILES string, predict its absorption, distribution, metabolism, or excretion properties. Task type varies by dataset: regression for continuous measurements (e.g., permeability, clearance, half-life) or binary classification for categorical outcomes (e.g., BBB penetration, CYP inhibition). For this dataset (solubility_aqsoldb), we predict Y. The drug is CCCCCCCCCCC(C)(C)C(=O)NO. The Y is -4.80 log mol/L.